Dataset: Forward reaction prediction with 1.9M reactions from USPTO patents (1976-2016). Task: Predict the product of the given reaction. (1) Given the reactants Br[C:2]1[N:7]=[C:6]2[N:8]([CH2:12][C:13]3[CH:18]=[CH:17][CH:16]=[C:15]([N+:19]([O-:21])=[O:20])[CH:14]=3)[C:9](=[O:11])[NH:10][C:5]2=[N:4][CH:3]=1.[CH3:22][O:23][C:24]1[CH:25]=[C:26](B(O)O)[CH:27]=[C:28]([O:32][CH3:33])[C:29]=1[O:30][CH3:31].C(=O)([O-])[O-].[K+].[K+], predict the reaction product. The product is: [N+:19]([C:15]1[CH:14]=[C:13]([CH:18]=[CH:17][CH:16]=1)[CH2:12][N:8]1[C:6]2=[N:7][C:2]([C:26]3[CH:27]=[C:28]([O:32][CH3:33])[C:29]([O:30][CH3:31])=[C:24]([O:23][CH3:22])[CH:25]=3)=[CH:3][N:4]=[C:5]2[NH:10][C:9]1=[O:11])([O-:21])=[O:20]. (2) Given the reactants [CH:1]1[CH:2]=[CH:3][C:4]([P:7]([C:14]2[C:23]([C:24]3[C:33]([P:34]([C:41]4[CH:42]=[CH:43][CH:44]=[CH:45][CH:46]=4)[C:35]4[CH:36]=[CH:37][CH:38]=[CH:39][CH:40]=4)=[CH:32][CH:31]=[C:30]4[C:25]=3[CH:26]=[CH:27][CH:28]=[CH:29]4)=[C:22]3[C:17]([CH:18]=[CH:19][CH:20]=[CH:21]3)=[CH:16][CH:15]=2)[C:8]2[CH:9]=[CH:10][CH:11]=[CH:12][CH:13]=2)=[CH:5][CH:6]=1.C1(C2C3C(=CC=CC=3)C=CC=2)C(O)=CC=C2C=1C=CC=C2, predict the reaction product. The product is: [CH:38]1[CH:37]=[CH:36][C:35]([P:34]([C:33]2[C:24]([C:23]3[C:14]([P:7]([C:4]4[CH:3]=[CH:2][CH:1]=[CH:6][CH:5]=4)[C:8]4[CH:13]=[CH:12][CH:11]=[CH:10][CH:9]=4)=[CH:15][CH:16]=[C:17]4[C:22]=3[CH:21]=[CH:20][CH:19]=[CH:18]4)=[C:25]3[C:30]([CH:29]=[CH:28][CH:27]=[CH:26]3)=[CH:31][CH:32]=2)[C:41]2[CH:42]=[CH:43][CH:44]=[CH:45][CH:46]=2)=[CH:40][CH:39]=1.[C:8]1([PH:7][C:4]2[CH:3]=[CH:2][CH:1]=[CH:6][CH:5]=2)[CH:13]=[CH:12][CH:11]=[CH:10][CH:9]=1. (3) Given the reactants C[O:2][C:3](=[O:43])[C:4]1[C:9]([O:10][C:11]2[CH:16]=[CH:15][CH:14]=[C:13]([O:17][CH2:18][CH2:19][CH2:20][O:21][C:22]3[CH:27]=[C:26]([O:28]CC4C=CC=CC=4)[C:25](Br)=[CH:24][C:23]=3[CH2:37][CH3:38])[C:12]=2[CH2:39][CH2:40][CH3:41])=[CH:8][CH:7]=[CH:6][C:5]=1[F:42].C(=O)([O-])[O-].[Na+:48].[Na+].[F:50][C:51]1[CH:56]=[CH:55][C:54](B(O)O)=[CH:53][CH:52]=1, predict the reaction product. The product is: [OH2:2].[Na+:48].[Na+:48].[F:42][C:5]1[CH:6]=[CH:7][CH:8]=[C:9]([O:10][C:11]2[CH:16]=[CH:15][CH:14]=[C:13]([O:17][CH2:18][CH2:19][CH2:20][O:21][C:22]3[CH:27]=[C:26]([OH:28])[C:25]([C:54]4[CH:55]=[CH:56][C:51]([F:50])=[CH:52][CH:53]=4)=[CH:24][C:23]=3[CH2:37][CH3:38])[C:12]=2[CH2:39][CH2:40][CH3:41])[C:4]=1[C:3]([O-:2])=[O:43].[F:42][C:5]1[CH:6]=[CH:7][CH:8]=[C:9]([O:10][C:11]2[CH:16]=[CH:15][CH:14]=[C:13]([O:17][CH2:18][CH2:19][CH2:20][O:21][C:22]3[CH:27]=[C:26]([OH:28])[C:25]([C:54]4[CH:55]=[CH:56][C:51]([F:50])=[CH:52][CH:53]=4)=[CH:24][C:23]=3[CH2:37][CH3:38])[C:12]=2[CH2:39][CH2:40][CH3:41])[C:4]=1[C:3]([O-:2])=[O:43]. (4) Given the reactants C(O)(C(F)(F)F)=O.C(OC([N:15]1[CH2:20][CH2:19][N:18]([CH2:21][C:22]2[CH:27]=[CH:26][CH:25]=[CH:24][CH:23]=2)[C:17](=[O:28])[CH2:16]1)=O)(C)(C)C, predict the reaction product. The product is: [CH2:21]([N:18]1[CH2:19][CH2:20][NH:15][CH2:16][C:17]1=[O:28])[C:22]1[CH:23]=[CH:24][CH:25]=[CH:26][CH:27]=1. (5) The product is: [Br:21][C:15]1[N:9]2[C:10]([N:11]=[N:12][C:7]3[C:6]([O:18][CH3:19])=[CH:5][C:4]([O:3][CH:2]([F:1])[F:20])=[CH:17][C:8]=32)=[C:13]([CH3:16])[N:14]=1. Given the reactants [F:1][CH:2]([F:20])[O:3][C:4]1[CH:5]=[C:6]([O:18][CH3:19])[C:7]2[N:12]=[N:11][C:10]3=[C:13]([CH3:16])[N:14]=[CH:15][N:9]3[C:8]=2[CH:17]=1.[Br:21]N1C(=O)CCC1=O, predict the reaction product. (6) Given the reactants [F:1][C:2]1[CH:7]=[CH:6][C:5](I)=[CH:4][CH:3]=1.[O-:9]P([O-])([O-])=O.[K+].[K+].[K+].CCCC[CH2:21][CH2:22][CH2:23][CH2:24][CH2:25][CH2:26][CH2:27][CH3:28].[CH:29]1([NH2:36])CCCCC1N.O1C[CH2:41][O:40][CH2:39]C1, predict the reaction product. The product is: [CH3:39][O:40][C:41]([C:26]1[C:27]([CH3:28])=[C:29]2[C:23]([CH:22]=[CH:21][N:36]2[C:5]2[CH:6]=[CH:7][C:2]([F:1])=[CH:3][CH:4]=2)=[CH:24][CH:25]=1)=[O:9].